From a dataset of Reaction yield outcomes from USPTO patents with 853,638 reactions. Predict the reaction yield, written as a fraction of the theoretical maximum amount of product (1.0 means a 100% yield; for example, 0.34 means a 34% yield). The reactants are [CH3:1][O:2][C:3]1[CH:4]=[C:5]2[C:10](=[CH:11][CH:12]=1)[N:9]=[CH:8][C:7]([N+:13]([O-])=O)=[CH:6]2.Cl[Sn]Cl.O.[OH-].[Na+]. The catalyst is Cl.O. The product is [CH3:1][O:2][C:3]1[CH:4]=[C:5]2[C:10](=[CH:11][CH:12]=1)[N:9]=[CH:8][C:7]([NH2:13])=[CH:6]2. The yield is 0.860.